From a dataset of Full USPTO retrosynthesis dataset with 1.9M reactions from patents (1976-2016). Predict the reactants needed to synthesize the given product. (1) Given the product [OH:29][C:30]1[CH:38]=[CH:37][CH:36]=[CH:35][C:31]=1[C:32]([NH:1][CH2:2][CH2:3][N:4]([CH3:28])[C:5](=[O:27])[CH2:6][CH2:7]/[CH:8]=[CH:9]\[CH2:10]/[CH:11]=[CH:12]\[CH2:13]/[CH:14]=[CH:15]\[CH2:16]/[CH:17]=[CH:18]\[CH2:19]/[CH:20]=[CH:21]\[CH2:22]/[CH:23]=[CH:24]\[CH2:25][CH3:26])=[O:33], predict the reactants needed to synthesize it. The reactants are: [NH2:1][CH2:2][CH2:3][N:4]([CH3:28])[C:5](=[O:27])[CH2:6][CH2:7]/[CH:8]=[CH:9]\[CH2:10]/[CH:11]=[CH:12]\[CH2:13]/[CH:14]=[CH:15]\[CH2:16]/[CH:17]=[CH:18]\[CH2:19]/[CH:20]=[CH:21]\[CH2:22]/[CH:23]=[CH:24]\[CH2:25][CH3:26].[OH:29][C:30]1[CH:38]=[CH:37][CH:36]=[CH:35][C:31]=1[C:32](Cl)=[O:33].N1C=CN=C1.C1CCC(N=C=NC2CCCCC2)CC1. (2) Given the product [CH3:1][O:2][C:3]1[CH:4]=[C:5]2[CH2:14][CH:13]([CH2:15][CH:16]3[CH2:17][CH2:18][N:19]([CH2:22][C:23]4[CH:28]=[CH:27][CH:26]=[CH:25][CH:24]=4)[CH2:20][CH2:21]3)[C:11](=[O:12])[C:6]2=[CH:7][C:8]=1[O:9][CH3:10], predict the reactants needed to synthesize it. The reactants are: [CH3:1][O:2][C:3]1[CH:4]=[C:5]2[CH2:14][CH:13]([CH2:15][CH:16]3[CH2:21][CH2:20][N:19]([CH2:22][C:23]4[CH:24]=[CH:25][CH:26]=[CH:27][CH:28]=4)[CH2:18][CH2:17]3)[C:11](=[O:12])[C:6]2=[CH:7][C:8]=1[O:9][CH3:10].Cl.[K].